From a dataset of Forward reaction prediction with 1.9M reactions from USPTO patents (1976-2016). Predict the product of the given reaction. (1) Given the reactants [F:1][C:2]1([F:33])[CH2:7][CH2:6][N:5]([C:8]([C:10]2[NH:11][C:12]3[C:17]([CH:18]=2)=[CH:16][C:15]([C:19]([N:21]2[CH2:26][CH2:25][CH:24]([N:27]4[CH2:32][CH2:31][O:30][CH2:29][CH2:28]4)[CH2:23][CH2:22]2)=[O:20])=[CH:14][CH:13]=3)=[O:9])[CH2:4][CH2:3]1.[Cl:34][C:35]1[CH:36]=[C:37](B(O)O)[CH:38]=[CH:39][CH:40]=1.N1C=CC=CC=1, predict the reaction product. The product is: [Cl:34][C:35]1[CH:40]=[C:39]([N:11]2[C:12]3[C:17](=[CH:16][C:15]([C:19]([N:21]4[CH2:26][CH2:25][CH:24]([N:27]5[CH2:28][CH2:29][O:30][CH2:31][CH2:32]5)[CH2:23][CH2:22]4)=[O:20])=[CH:14][CH:13]=3)[CH:18]=[C:10]2[C:8]([N:5]2[CH2:4][CH2:3][C:2]([F:1])([F:33])[CH2:7][CH2:6]2)=[O:9])[CH:38]=[CH:37][CH:36]=1. (2) Given the reactants CC([N:5]([C@H:9]1[CH2:14][CH2:13][C@@H:12]([C:15]([NH:17][CH2:18][C:19]2[CH:24]=[CH:23][CH:22]=[CH:21][C:20]=2[C:25]([F:28])([F:27])[F:26])=[O:16])[CH2:11][CH2:10]1)C(=O)[O-])(C)C.FC(F)(F)C(O)=O, predict the reaction product. The product is: [NH2:5][C@@H:9]1[CH2:10][CH2:11][C@H:12]([C:15]([NH:17][CH2:18][C:19]2[CH:24]=[CH:23][CH:22]=[CH:21][C:20]=2[C:25]([F:26])([F:27])[F:28])=[O:16])[CH2:13][CH2:14]1. (3) Given the reactants [CH:1]1([C:4]2[CH:5]=[N:6][C:7]3[C:12]([CH:13]=2)=[CH:11][CH:10]=[CH:9][CH:8]=3)[CH2:3][CH2:2]1.CC1NC(C)=C(C(OCC)=O)CC=1C(OCC)=O, predict the reaction product. The product is: [CH:1]1([CH:4]2[CH2:13][C:12]3[C:7](=[CH:8][CH:9]=[CH:10][CH:11]=3)[NH:6][CH2:5]2)[CH2:3][CH2:2]1. (4) The product is: [CH:1]([N:14]1[CH:19]=[C:18]([C:20]2[CH:21]=[CH:22][CH:23]=[CH:24][CH:25]=2)[C:17](=[O:26])[N:16]([CH3:29])[C:15]1=[O:27])([C:2]1[CH:7]=[CH:6][CH:5]=[CH:4][CH:3]=1)[C:8]1[CH:9]=[CH:10][CH:11]=[CH:12][CH:13]=1. Given the reactants [CH:1]([N:14]1[CH:19]=[C:18]([C:20]2[CH:25]=[CH:24][CH:23]=[CH:22][CH:21]=2)[C:17](=[O:26])[NH:16][C:15]1=[O:27])([C:8]1[CH:13]=[CH:12][CH:11]=[CH:10][CH:9]=1)[C:2]1[CH:7]=[CH:6][CH:5]=[CH:4][CH:3]=1.I[CH3:29], predict the reaction product. (5) Given the reactants [CH3:1][O:2][C:3]([C:5]1[N:6]([NH2:11])[CH:7]=[C:8]([Cl:10])[CH:9]=1)=[O:4].[F:12][C:13]([F:23])([F:22])[C:14]1[CH:21]=[CH:20][C:17]([CH:18]=O)=[CH:16][CH:15]=1, predict the reaction product. The product is: [CH3:1][O:2][C:3]([C:5]1[N:6]([N:11]=[CH:18][C:17]2[CH:16]=[CH:15][C:14]([C:13]([F:12])([F:22])[F:23])=[CH:21][CH:20]=2)[CH:7]=[C:8]([Cl:10])[CH:9]=1)=[O:4]. (6) Given the reactants C1(P(C2C=CC=CC=2)C2C=CC=CC=2)C=CC=CC=1.N1C=CN=C1.[I:25]I.[CH3:27][O:28][C:29]1([O:35][CH3:36])[CH2:32][CH:31]([CH2:33]O)[CH2:30]1, predict the reaction product. The product is: [I:25][CH2:33][CH:31]1[CH2:32][C:29]([O:35][CH3:36])([O:28][CH3:27])[CH2:30]1. (7) Given the reactants [F:1][C:2]1[C:3]([NH:23][C:24]2[CH:29]=[CH:28][CH:27]=[CH:26][C:25]=2[F:30])=[C:4]([CH:9]=[C:10]([S:13][CH2:14][C:15]2[CH:20]=[CH:19][C:18]([O:21][CH3:22])=[CH:17][CH:16]=2)[C:11]=1F)[C:5]([O:7][CH3:8])=[O:6].[N-:31]=[N+:32]=[N-:33], predict the reaction product. The product is: [N:31]([C:11]1[C:10]([S:13][CH2:14][C:15]2[CH:20]=[CH:19][C:18]([O:21][CH3:22])=[CH:17][CH:16]=2)=[CH:9][C:4]([C:5]([O:7][CH3:8])=[O:6])=[C:3]([NH:23][C:24]2[CH:29]=[CH:28][CH:27]=[CH:26][C:25]=2[F:30])[C:2]=1[F:1])=[N+:32]=[N-:33].